This data is from Forward reaction prediction with 1.9M reactions from USPTO patents (1976-2016). The task is: Predict the product of the given reaction. (1) Given the reactants [I:1][C:2]1[CH:6]=[C:5]([CH:7]2[CH2:12][CH2:11][NH:10][CH2:9][CH2:8]2)[N:4]([CH:13]([CH3:15])[CH3:14])[N:3]=1.C=O.[C:18]([BH3-])#N.[Na+], predict the reaction product. The product is: [I:1][C:2]1[CH:6]=[C:5]([CH:7]2[CH2:12][CH2:11][N:10]([CH3:18])[CH2:9][CH2:8]2)[N:4]([CH:13]([CH3:15])[CH3:14])[N:3]=1. (2) The product is: [C:1]([O:6][CH2:8][CH2:7][O:9][CH2:10][CH3:11])(=[S:5])[CH:2]([CH3:4])[OH:3]. Given the reactants [C:1]([OH:6])(=[S:5])[CH:2]([CH3:4])[OH:3].[CH2:7]([O:9][CH2:10][CH2:11]O)[CH3:8], predict the reaction product. (3) Given the reactants [CH:1]1([CH2:4][O:5][C:6]2[N:11]=[C:10]([C:12]([OH:14])=O)[CH:9]=[CH:8][C:7]=2[C:15]2([OH:19])[CH2:18][CH2:17][CH2:16]2)[CH2:3][CH2:2]1.[NH2:20][C:21]1([CH2:25][C:26]([O:28][CH3:29])=[O:27])[CH2:24][S:23][CH2:22]1.CCN(C(C)C)C(C)C, predict the reaction product. The product is: [CH:1]1([CH2:4][O:5][C:6]2[N:11]=[C:10]([C:12]([NH:20][C:21]3([CH2:25][C:26]([O:28][CH3:29])=[O:27])[CH2:24][S:23][CH2:22]3)=[O:14])[CH:9]=[CH:8][C:7]=2[C:15]2([OH:19])[CH2:18][CH2:17][CH2:16]2)[CH2:2][CH2:3]1. (4) Given the reactants [F:1][C:2]1[CH:7]=[CH:6][C:5]([C:8]2[C:9]([C:14]#[N:15])=[CH:10][CH:11]=[CH:12][CH:13]=2)=[CH:4][C:3]=1[N+:16]([O-])=O.O.O.[Sn](Cl)Cl, predict the reaction product. The product is: [NH2:16][C:3]1[CH:4]=[C:5]([C:8]2[C:9]([C:14]#[N:15])=[CH:10][CH:11]=[CH:12][CH:13]=2)[CH:6]=[CH:7][C:2]=1[F:1]. (5) Given the reactants [F:1][C:2]1[CH:7]=[CH:6][CH:5]=[CH:4][C:3]=1[N:8]1[C:12]2[CH:13]=[CH:14][CH:15]=[CH:16][C:11]=2[N:10]([CH2:17][CH2:18][C@H:19]2[CH2:21][O:20]2)[S:9]1(=[O:23])=[O:22].[CH:24]1([NH2:30])[CH2:29][CH2:28][CH2:27][CH2:26][CH2:25]1, predict the reaction product. The product is: [CH:24]1([NH:30][CH2:21][C@@H:19]([OH:20])[CH2:18][CH2:17][N:10]2[C:11]3[CH:16]=[CH:15][CH:14]=[CH:13][C:12]=3[N:8]([C:3]3[CH:4]=[CH:5][CH:6]=[CH:7][C:2]=3[F:1])[S:9]2(=[O:23])=[O:22])[CH2:29][CH2:28][CH2:27][CH2:26][CH2:25]1. (6) Given the reactants [CH3:1][C:2]([C:4]1[CH:9]=[CH:8][C:7]([F:10])=[CH:6][CH:5]=1)=[O:3].[CH2:11]([O:13][C:14](=O)[O:15]CC)[CH3:12].[H-].[Na+], predict the reaction product. The product is: [F:10][C:7]1[CH:8]=[CH:9][C:4]([C:2](=[O:3])[CH2:1][C:14]([O:13][CH2:11][CH3:12])=[O:15])=[CH:5][CH:6]=1. (7) Given the reactants [Cl:1][C:2]1[N:7]=[N:6][C:5]([NH:8][S:9]([CH2:12][C:13]2[CH:18]=[C:17]([C:19]#[N:20])[CH:16]=[CH:15][C:14]=2Cl)(=[O:11])=[O:10])=[C:4]([O:22][CH3:23])[CH:3]=1.C(C1C=CC([F:37])=C(CS(Cl)(=O)=O)C=1)#N.ClC1C=CC(C#N)=CC=1CS(Cl)(=O)=O, predict the reaction product. The product is: [Cl:1][C:2]1[N:7]=[N:6][C:5]([NH:8][S:9]([CH2:12][C:13]2[CH:18]=[C:17]([C:19]#[N:20])[CH:16]=[CH:15][C:14]=2[F:37])(=[O:11])=[O:10])=[C:4]([O:22][CH3:23])[CH:3]=1. (8) Given the reactants [Cl:1][C:2]1[CH:7]=[C:6]([OH:8])[CH:5]=[CH:4][N:3]=1.[H-].[Na+].Br[CH2:12][C:13]([O:15][C:16]([CH3:19])([CH3:18])[CH3:17])=[O:14], predict the reaction product. The product is: [Cl:1][C:2]1[CH:7]=[C:6]([O:8][CH2:12][C:13]([O:15][C:16]([CH3:19])([CH3:18])[CH3:17])=[O:14])[CH:5]=[CH:4][N:3]=1.